From a dataset of Choline transporter screen with 302,306 compounds. Binary Classification. Given a drug SMILES string, predict its activity (active/inactive) in a high-throughput screening assay against a specified biological target. The compound is FC(F)(F)c1c(N2CCN(CC2)C(=O)COc2ccc(cc2)C(=O)C)nccc1. The result is 0 (inactive).